From a dataset of Catalyst prediction with 721,799 reactions and 888 catalyst types from USPTO. Predict which catalyst facilitates the given reaction. (1) Reactant: Cl.[CH3:2][O:3][C:4]([C:6]1[CH2:7][NH:8][CH2:9][CH2:10][C:11]=1[OH:12])=[O:5].CCN(C(C)C)C(C)C.[C:22](O[C:22]([O:24][C:25]([CH3:28])([CH3:27])[CH3:26])=[O:23])([O:24][C:25]([CH3:28])([CH3:27])[CH3:26])=[O:23]. Product: [CH3:26][C:25]([O:24][C:22]([N:8]1[CH2:7][C:6]([C:4]([O:3][CH3:2])=[O:5])=[C:11]([OH:12])[CH2:10][CH2:9]1)=[O:23])([CH3:28])[CH3:27]. The catalyst class is: 2. (2) Reactant: N[C:2]1[CH:7]=[CH:6][N:5]2[N:8]=[CH:9][C:10]([C:11]([O:13][CH2:14][CH3:15])=[O:12])=[C:4]2[CH:3]=1.B(F)(F)F.CCOCC.N(OCCC(C)C)=O.[I:33]I.O.O.O.O.O.S([O-])([O-])(=O)=S.[Na+].[Na+]. Product: [I:33][C:2]1[CH:7]=[CH:6][N:5]2[N:8]=[CH:9][C:10]([C:11]([O:13][CH2:14][CH3:15])=[O:12])=[C:4]2[CH:3]=1. The catalyst class is: 578. (3) Reactant: [Cl:1][C:2]1[CH:12]=[CH:11][C:5]2[CH2:6][CH2:7][NH:8][CH2:9][CH2:10][C:4]=2[C:3]=1[NH:13][CH2:14][C:15]1[CH:20]=[CH:19][C:18]([C:21]2[N:22]=[C:23]([NH:26][C:27]([CH:29]3[CH2:31][CH2:30]3)=[O:28])[S:24][CH:25]=2)=[CH:17][CH:16]=1.ClCCl.[C:35]([OH:42])(=[O:41])[CH2:36][CH2:37][C:38]([OH:40])=[O:39]. Product: [C:35]([OH:42])(=[O:41])[CH2:36][CH2:37][C:38]([OH:40])=[O:39].[Cl:1][C:2]1[CH:12]=[CH:11][C:5]2[CH2:6][CH2:7][NH:8][CH2:9][CH2:10][C:4]=2[C:3]=1[NH:13][CH2:14][C:15]1[CH:16]=[CH:17][C:18]([C:21]2[N:22]=[C:23]([NH:26][C:27]([CH:29]3[CH2:31][CH2:30]3)=[O:28])[S:24][CH:25]=2)=[CH:19][CH:20]=1. The catalyst class is: 8. (4) Reactant: [C:1]([C:5]1[CH:12]=[CH:11][C:8]([CH2:9][NH2:10])=[CH:7][CH:6]=1)([CH3:4])([CH3:3])[CH3:2].C1N=CN([C:18](N2C=NC=C2)=[O:19])C=1.[NH2:25][C:26]1[C:31]2[O:32][CH2:33][C:34](=[O:36])[NH:35][C:30]=2[CH:29]=[CH:28][CH:27]=1. Product: [C:1]([C:5]1[CH:6]=[CH:7][C:8]([CH2:9][NH:10][C:18]([NH:25][C:26]2[C:31]3[O:32][CH2:33][C:34](=[O:36])[NH:35][C:30]=3[CH:29]=[CH:28][CH:27]=2)=[O:19])=[CH:11][CH:12]=1)([CH3:4])([CH3:2])[CH3:3]. The catalyst class is: 118. (5) Reactant: [CH3:1][O:2][CH2:3][C@H:4]([CH3:31])[O:5][C:6]1[CH:7]=[C:8]([C:23]2[NH:27][C:26]([C:28](O)=[O:29])=[CH:25][CH:24]=2)[CH:9]=[C:10]([O:12][C:13]2[CH:14]=[N:15][C:16]([S:19]([CH3:22])(=[O:21])=[O:20])=[CH:17][CH:18]=2)[CH:11]=1.Cl.[CH3:33][O:34][C:35](=[O:40])[C@H:36]([CH2:38][OH:39])[NH2:37].C1C=CC2N(O)N=NC=2C=1.O.CN1CCOCC1.CCN=C=NCCCN(C)C.Cl. Product: [CH3:1][O:2][CH2:3][C@H:4]([CH3:31])[O:5][C:6]1[CH:7]=[C:8]([C:23]2[NH:27][C:26]([C:28]([NH:37][C@H:36]([C:35]([O:34][CH3:33])=[O:40])[CH2:38][OH:39])=[O:29])=[CH:25][CH:24]=2)[CH:9]=[C:10]([O:12][C:13]2[CH:14]=[N:15][C:16]([S:19]([CH3:22])(=[O:21])=[O:20])=[CH:17][CH:18]=2)[CH:11]=1. The catalyst class is: 306.